The task is: Regression/Classification. Given a drug SMILES string, predict its absorption, distribution, metabolism, or excretion properties. Task type varies by dataset: regression for continuous measurements (e.g., permeability, clearance, half-life) or binary classification for categorical outcomes (e.g., BBB penetration, CYP inhibition). Dataset: cyp2c19_veith.. This data is from CYP2C19 inhibition data for predicting drug metabolism from PubChem BioAssay. The drug is COc1ccc(NC(C)=O)cc1NC(=O)CN1CCN(C2c3ccccc3-c3ccccc32)CC1. The result is 1 (inhibitor).